The task is: Predict the product of the given reaction.. This data is from Forward reaction prediction with 1.9M reactions from USPTO patents (1976-2016). (1) The product is: [C:11]12([C:21]([C:10]3[C:4]4[C:5](=[N:6][CH:7]=[C:2]([Br:1])[N:3]=4)[NH:8][CH:9]=3)=[O:22])[CH2:18][CH:17]3[CH2:16][CH:15]([CH2:14][CH:13]([CH2:19]3)[CH2:12]1)[CH2:20]2. Given the reactants [Br:1][C:2]1[N:3]=[C:4]2[CH:10]=[CH:9][NH:8][C:5]2=[N:6][CH:7]=1.[C:11]12([C:21](Cl)=[O:22])[CH2:20][CH:15]3[CH2:16][CH:17]([CH2:19][CH:13]([CH2:14]3)[CH2:12]1)[CH2:18]2, predict the reaction product. (2) Given the reactants [C:1]([O:5][C:6]([N:8]1[CH2:12][CH:11]=[C:10]([C:13]2[CH:18]=[C:17]([O:19][C:20]3[CH:25]=[CH:24][C:23]([NH:26][C:27](=[O:34])[C:28]4[CH:33]=[CH:32][CH:31]=[CH:30][CH:29]=4)=[CH:22][CH:21]=3)[C:16]([C:35](=[O:37])[NH2:36])=[CH:15][N:14]=2)[CH2:9]1)=[O:7])([CH3:4])([CH3:3])[CH3:2], predict the reaction product. The product is: [C:1]([O:5][C:6]([N:8]1[CH2:12][CH2:11][CH:10]([C:13]2[CH:18]=[C:17]([O:19][C:20]3[CH:25]=[CH:24][C:23]([NH:26][C:27](=[O:34])[C:28]4[CH:33]=[CH:32][CH:31]=[CH:30][CH:29]=4)=[CH:22][CH:21]=3)[C:16]([C:35](=[O:37])[NH2:36])=[CH:15][N:14]=2)[CH2:9]1)=[O:7])([CH3:4])([CH3:2])[CH3:3]. (3) Given the reactants [CH2:1]([O:3][C:4]([C@H:6]1[C@@H:11]([NH2:12])[C@@H:10]2[CH2:13][C@H:7]1[CH2:8][CH2:9]2)=[O:5])[CH3:2].[F:14][C:15]1[CH:22]=[CH:21][C:18]([CH:19]=O)=[CH:17][CH:16]=1.C(O)(=O)C.C([BH3-])#N.[Na+], predict the reaction product. The product is: [CH2:1]([O:3][C:4]([C@H:6]1[C@@H:11]([NH:12][CH2:19][C:18]2[CH:21]=[CH:22][C:15]([F:14])=[CH:16][CH:17]=2)[C@@H:10]2[CH2:13][C@H:7]1[CH2:8][CH2:9]2)=[O:5])[CH3:2].